Dataset: Reaction yield outcomes from USPTO patents with 853,638 reactions. Task: Predict the reaction yield, written as a fraction of the theoretical maximum amount of product (1.0 means a 100% yield; for example, 0.34 means a 34% yield). (1) The reactants are [CH3:1][C:2]1[CH:8]=[C:7]([B:9]2[O:13][C:12]([CH3:15])([CH3:14])[C:11]([CH3:17])([CH3:16])[O:10]2)[CH:6]=[C:5]([N+:18]([O-])=O)[C:3]=1[NH2:4]. The catalyst is CO.[Pd]. The product is [CH3:1][C:2]1[CH:8]=[C:7]([B:9]2[O:13][C:12]([CH3:15])([CH3:14])[C:11]([CH3:17])([CH3:16])[O:10]2)[CH:6]=[C:5]([NH2:18])[C:3]=1[NH2:4]. The yield is 0.890. (2) The reactants are [F:1][C:2]1[C:10]([CH:11]=O)=[CH:9][CH:8]=[C:7]2[C:3]=1[CH:4]=[N:5][NH:6]2.[NH2:13]/[C:14](/[CH3:18])=[CH:15]\[C:16]#[N:17]. The catalyst is C(O)(=O)C.C(OCC)(=O)C. The product is [F:1][C:2]1[C:10]([CH:11]2[C:15]([C:16]#[N:17])=[C:14]([CH3:18])[NH:13][C:2]([CH3:10])=[C:3]2[C:4]#[N:5])=[CH:9][CH:8]=[C:7]2[C:3]=1[CH:4]=[N:5][NH:6]2. The yield is 0.0900.